From a dataset of Human liver microsome stability data. Regression/Classification. Given a drug SMILES string, predict its absorption, distribution, metabolism, or excretion properties. Task type varies by dataset: regression for continuous measurements (e.g., permeability, clearance, half-life) or binary classification for categorical outcomes (e.g., BBB penetration, CYP inhibition). Dataset: hlm. (1) The compound is CS(=O)(=O)Nc1ccc2c(c1)S(=O)(=O)NC(C1=C(O)[C@@H]3CCC[C@@H]3N(Cc3ccc(F)cc3)C1=O)=N2. The result is 0 (unstable in human liver microsomes). (2) The drug is CON(C)C(=O)/C=C/C=C(\C)[C@@H]1C/C=C/C=C/[C@H](O)[C@H](C)[C@@H](O)[C@@H](CCC(C)=O)C(=O)N[C@@H](C(C)C)C(=O)N[C@@H](Cc2cccc(O)c2)C(=O)N2CCCC(N2)C(=O)O1. The result is 1 (stable in human liver microsomes). (3) The molecule is CCn1ccc2c(N3CCOCC3)nc(-c3ccc(NC(=O)Nc4ccc(C(=O)N5CCN(C)CC5)cc4)cc3)nc21. The result is 0 (unstable in human liver microsomes). (4) The molecule is CN1CC=CCCOc2cccc(c2)-c2ccnc(n2)Nc2cccc(c2)C1. The result is 0 (unstable in human liver microsomes). (5) The molecule is c1cncc(CN2CCC(n3nnc4cnc5[nH]ccc5c43)CC2)c1. The result is 0 (unstable in human liver microsomes). (6) The drug is CS(=O)(=O)c1ccc(C(CCNC(=O)c2ccc(C#N)nc2)c2ccc(F)cc2)cc1. The result is 0 (unstable in human liver microsomes). (7) The drug is NC(=O)OC(CCN1CCN(c2ccccc2)CC1)c1ccccc1. The result is 1 (stable in human liver microsomes). (8) The compound is C[C@@H](N1Cc2cc(Br)sc2C1=O)[C@](O)(Cn1cncn1)c1ccc(F)cc1F. The result is 0 (unstable in human liver microsomes). (9) The molecule is CC(=NNC1=NCCN1)c1cnn(-c2ccc(C#CC3CCCC3)cc2)c1C. The result is 0 (unstable in human liver microsomes).